This data is from NCI-60 drug combinations with 297,098 pairs across 59 cell lines. The task is: Regression. Given two drug SMILES strings and cell line genomic features, predict the synergy score measuring deviation from expected non-interaction effect. (1) Drug 1: COC1=CC(=CC(=C1O)OC)C2C3C(COC3=O)C(C4=CC5=C(C=C24)OCO5)OC6C(C(C7C(O6)COC(O7)C8=CC=CS8)O)O. Drug 2: CC1CCCC2(C(O2)CC(NC(=O)CC(C(C(=O)C(C1O)C)(C)C)O)C(=CC3=CSC(=N3)C)C)C. Cell line: MOLT-4. Synergy scores: CSS=73.4, Synergy_ZIP=4.20, Synergy_Bliss=4.09, Synergy_Loewe=3.48, Synergy_HSA=4.71. (2) Drug 1: C1CC(=O)NC(=O)C1N2CC3=C(C2=O)C=CC=C3N. Drug 2: CC1OCC2C(O1)C(C(C(O2)OC3C4COC(=O)C4C(C5=CC6=C(C=C35)OCO6)C7=CC(=C(C(=C7)OC)O)OC)O)O. Cell line: NCI-H322M. Synergy scores: CSS=11.2, Synergy_ZIP=-1.31, Synergy_Bliss=0.708, Synergy_Loewe=2.21, Synergy_HSA=1.68. (3) Drug 1: CC1=C(C=C(C=C1)NC2=NC=CC(=N2)N(C)C3=CC4=NN(C(=C4C=C3)C)C)S(=O)(=O)N.Cl. Synergy scores: CSS=38.9, Synergy_ZIP=5.76, Synergy_Bliss=7.66, Synergy_Loewe=-20.1, Synergy_HSA=5.49. Drug 2: C1=CC(=C2C(=C1NCCNCCO)C(=O)C3=C(C=CC(=C3C2=O)O)O)NCCNCCO. Cell line: MCF7.